From a dataset of Aqueous solubility values for 9,982 compounds from the AqSolDB database. Regression/Classification. Given a drug SMILES string, predict its absorption, distribution, metabolism, or excretion properties. Task type varies by dataset: regression for continuous measurements (e.g., permeability, clearance, half-life) or binary classification for categorical outcomes (e.g., BBB penetration, CYP inhibition). For this dataset (solubility_aqsoldb), we predict Y. The drug is C[C@H]1CO1. The Y is 0.838 log mol/L.